This data is from Forward reaction prediction with 1.9M reactions from USPTO patents (1976-2016). The task is: Predict the product of the given reaction. Given the reactants [OH:1][S:2]([O-:5])(=O)=O.OS(O[O-])(=O)=O.OS(O[O-])(=O)=O.[O-]S([O-])(=O)=O.[K+].[K+].[K+].[K+].[K+].[CH2:28]([NH:32][C:33](=[O:68])[CH:34]([CH3:67])[CH2:35][C@H:36]([OH:66])[C@@H:37]([NH:58][C:59]([O:61][C:62]([CH3:65])([CH3:64])[CH3:63])=[O:60])[CH2:38][C@@H:39]([CH:55]([CH3:57])[CH3:56])[CH2:40][C:41]1[CH:46]=[CH:45][C:44]([C:47]([CH3:50])([CH3:49])[CH3:48])=[C:43]([O:51][CH2:52]SC)[CH:42]=1)[CH2:29][CH2:30][CH3:31].[CH3:69]O, predict the reaction product. The product is: [CH2:28]([NH:32][C:33](=[O:68])[CH:34]([CH3:67])[CH2:35][C@H:36]([OH:66])[C@@H:37]([NH:58][C:59]([O:61][C:62]([CH3:63])([CH3:64])[CH3:65])=[O:60])[CH2:38][C@@H:39]([CH:55]([CH3:56])[CH3:57])[CH2:40][C:41]1[CH:46]=[CH:45][C:44]([C:47]([CH3:49])([CH3:48])[CH3:50])=[C:43]([O:51][CH2:52][S:2]([CH3:69])(=[O:5])=[O:1])[CH:42]=1)[CH2:29][CH2:30][CH3:31].